This data is from Full USPTO retrosynthesis dataset with 1.9M reactions from patents (1976-2016). The task is: Predict the reactants needed to synthesize the given product. Given the product [OH:31][CH2:30][CH2:29][CH2:28][NH:27][C:24]([C:7]1[N:8]([CH2:12][C:13]2[CH:18]=[CH:17][CH:16]=[C:15]([O:19][C:20]([F:22])([F:23])[F:21])[CH:14]=2)[C:9]2[C:5]([CH:6]=1)=[CH:4][C:3]([C:1]#[N:2])=[CH:11][CH:10]=2)=[O:26], predict the reactants needed to synthesize it. The reactants are: [C:1]([C:3]1[CH:4]=[C:5]2[C:9](=[CH:10][CH:11]=1)[N:8]([CH2:12][C:13]1[CH:18]=[CH:17][CH:16]=[C:15]([O:19][C:20]([F:23])([F:22])[F:21])[CH:14]=1)[C:7]([C:24]([OH:26])=O)=[CH:6]2)#[N:2].[NH2:27][CH2:28][CH2:29][CH2:30][OH:31].